Dataset: Full USPTO retrosynthesis dataset with 1.9M reactions from patents (1976-2016). Task: Predict the reactants needed to synthesize the given product. (1) Given the product [CH3:11][S:12]([O:9][CH2:8][C:5]1[CH:6]=[CH:7][C:2]([Br:1])=[C:3]([F:10])[CH:4]=1)(=[O:14])=[O:13], predict the reactants needed to synthesize it. The reactants are: [Br:1][C:2]1[CH:7]=[CH:6][C:5]([CH2:8][OH:9])=[CH:4][C:3]=1[F:10].[CH3:11][S:12](Cl)(=[O:14])=[O:13].C(N(CC)CC)C. (2) Given the product [CH3:1][O:2][C:3]1[CH:4]=[C:5](/[CH:6]=[C:20](\[C:17]2[CH:18]=[CH:19][C:14]([OH:13])=[CH:15][CH:16]=2)/[C:21]([OH:23])=[O:22])[CH:8]=[C:9]([O:11][CH3:12])[CH:10]=1, predict the reactants needed to synthesize it. The reactants are: [CH3:1][O:2][C:3]1[CH:4]=[C:5]([CH:8]=[C:9]([O:11][CH3:12])[CH:10]=1)[CH:6]=O.[OH:13][C:14]1[CH:19]=[CH:18][C:17]([CH2:20][C:21]([OH:23])=[O:22])=[CH:16][CH:15]=1.C(OC(=O)C)(=O)C. (3) The reactants are: CO.[CH3:3][C:4]1[N:5]([CH:18]([C:20]2[CH:25]=[CH:24][CH:23]=[CH:22][CH:21]=2)[CH3:19])[C:6]2[C:11]([C:12]=1[C:13]([O:15]CC)=[O:14])=[CH:10][CH:9]=[CH:8][CH:7]=2.[OH-].[K+]. Given the product [CH3:3][C:4]1[N:5]([CH:18]([C:20]2[CH:25]=[CH:24][CH:23]=[CH:22][CH:21]=2)[CH3:19])[C:6]2[C:11]([C:12]=1[C:13]([OH:15])=[O:14])=[CH:10][CH:9]=[CH:8][CH:7]=2, predict the reactants needed to synthesize it. (4) Given the product [C:16]([O:15][C:13]([N:11]([CH3:12])[C:9]1[C:8]([O:20][CH3:21])=[C:7]2[C:3]([C:4]3[CH:32]=[C:31]([CH3:33])[CH:30]=[N:29][C:5]=3[N:6]2[C:22]([O:24][C:25]([CH3:28])([CH3:26])[CH3:27])=[O:23])=[C:2]([C:41]2[CH:42]=[CH:43][CH:44]=[C:39]([S:36]([CH2:34][CH3:35])(=[O:37])=[O:38])[CH:40]=2)[CH:10]=1)=[O:14])([CH3:18])([CH3:19])[CH3:17], predict the reactants needed to synthesize it. The reactants are: Br[C:2]1[CH:10]=[C:9]([N:11]([C:13]([O:15][C:16]([CH3:19])([CH3:18])[CH3:17])=[O:14])[CH3:12])[C:8]([O:20][CH3:21])=[C:7]2[C:3]=1[C:4]1[CH:32]=[C:31]([CH3:33])[CH:30]=[N:29][C:5]=1[N:6]2[C:22]([O:24][C:25]([CH3:28])([CH3:27])[CH3:26])=[O:23].[CH2:34]([S:36]([C:39]1[CH:40]=[C:41](B(O)O)[CH:42]=[CH:43][CH:44]=1)(=[O:38])=[O:37])[CH3:35].O1CCOCC1.C([O-])([O-])=O.[K+].[K+].